The task is: Predict the reactants needed to synthesize the given product.. This data is from Full USPTO retrosynthesis dataset with 1.9M reactions from patents (1976-2016). Given the product [F:1][C:2]1[CH:7]=[C:6]([F:8])[CH:5]=[CH:4][C:3]=1[C:9]1[N:10]=[C:11]2[CH2:29][CH2:28][CH2:27][N:12]2[C:13]=1[C:14]1[CH:15]=[CH:16][C:17]2[N:18]([C:20]([C:23]([NH:26][C:43](=[O:44])[CH3:42])([CH3:25])[CH3:24])=[N:21][N:22]=2)[N:19]=1, predict the reactants needed to synthesize it. The reactants are: [F:1][C:2]1[CH:7]=[C:6]([F:8])[CH:5]=[CH:4][C:3]=1[C:9]1[N:10]=[C:11]2[CH2:29][CH2:28][CH2:27][N:12]2[C:13]=1[C:14]1[CH:15]=[CH:16][C:17]2[N:18]([C:20]([C:23]([NH2:26])([CH3:25])[CH3:24])=[N:21][N:22]=2)[N:19]=1.C(Cl)Cl.CCN(C(C)C)C(C)C.[CH2:42]1N(P(Cl)(N2C(=O)OCC2)=O)C(=O)[O:44][CH2:43]1.